Dataset: Catalyst prediction with 721,799 reactions and 888 catalyst types from USPTO. Task: Predict which catalyst facilitates the given reaction. (1) Reactant: [CH3:1][C:2]1[CH:7]=[CH:6][CH:5]=[C:4]([CH3:8])[C:3]=1[C:9]1[CH:14]=[C:13](/[CH:15]=[CH:16]/N(C)C)[C:12]([N+:20]([O-])=O)=[CH:11][N:10]=1. Product: [CH3:8][C:4]1[CH:5]=[CH:6][CH:7]=[C:2]([CH3:1])[C:3]=1[C:9]1[CH:14]=[C:13]2[CH:15]=[CH:16][NH:20][C:12]2=[CH:11][N:10]=1. The catalyst class is: 183. (2) Reactant: [CH3:1][C:2]1([CH3:22])[CH2:7][C:6]([CH3:9])([CH3:8])[CH2:5][CH:4]([C:10]2[CH:15]=[CH:14][CH:13]=[CH:12][C:11]=2[N:16]2[CH2:21][CH2:20][NH:19][CH2:18][CH2:17]2)[CH2:3]1.[C:23]1(=O)[CH2:27][CH2:26][CH2:25][CH2:24]1.C(O[BH-](OC(=O)C)OC(=O)C)(=O)C.[Na+].C(O)(=O)C.C(=O)([O-])O.[Na+]. Product: [CH:23]1([N:19]2[CH2:18][CH2:17][N:16]([C:11]3[CH:12]=[CH:13][CH:14]=[CH:15][C:10]=3[CH:4]3[CH2:3][C:2]([CH3:22])([CH3:1])[CH2:7][C:6]([CH3:8])([CH3:9])[CH2:5]3)[CH2:21][CH2:20]2)[CH2:27][CH2:26][CH2:25][CH2:24]1. The catalyst class is: 13. (3) Reactant: CCN(C(C)C)C(C)C.[C:10]1([CH2:16][O:17][C:18]2[CH:19]=[C:20]([CH:24]=[C:25]([O:27][C@@H:28]([CH3:38])[CH2:29][O:30][Si:31]([C:34]([CH3:37])([CH3:36])[CH3:35])([CH3:33])[CH3:32])[CH:26]=2)[C:21]([OH:23])=O)[CH:15]=[CH:14][CH:13]=[CH:12][CH:11]=1.[CH3:39][N:40]1[CH:44]=[CH:43][C:42]([NH2:45])=[N:41]1.CN(C(ON1N=NC2C=CC=NC1=2)=[N+](C)C)C.F[P-](F)(F)(F)(F)F. Product: [Si:31]([O:30][CH2:29][C@H:28]([CH3:38])[O:27][C:25]1[CH:24]=[C:20]([CH:19]=[C:18]([O:17][CH2:16][C:10]2[CH:11]=[CH:12][CH:13]=[CH:14][CH:15]=2)[CH:26]=1)[C:21]([NH:45][C:42]1[CH:43]=[CH:44][N:40]([CH3:39])[N:41]=1)=[O:23])([C:34]([CH3:37])([CH3:36])[CH3:35])([CH3:32])[CH3:33]. The catalyst class is: 3. (4) Reactant: [CH:1]1[C:6]([O:7][CH2:8][C:9]([F:12])([F:11])[F:10])=[CH:5][C:4]([C:13]([NH:15][CH2:16][CH:17]2[NH:22][CH2:21][CH2:20][CH2:19][CH2:18]2)=[O:14])=[C:3]([O:23][CH2:24][C:25]([F:28])([F:27])[F:26])[CH:2]=1.[C:29]([OH:32])(=[O:31])[CH3:30].CCCCCC. Product: [CH3:30][C:29]([OH:32])=[O:31].[CH:1]1[C:6]([O:7][CH2:8][C:9]([F:12])([F:10])[F:11])=[CH:5][C:4]([C:13]([NH:15][CH2:16][CH:17]2[NH:22][CH2:21][CH2:20][CH2:19][CH2:18]2)=[O:14])=[C:3]([O:23][CH2:24][C:25]([F:27])([F:26])[F:28])[CH:2]=1. The catalyst class is: 32.